From a dataset of Forward reaction prediction with 1.9M reactions from USPTO patents (1976-2016). Predict the product of the given reaction. (1) Given the reactants [Cl:1][C:2]1[CH:3]=[C:4]2[C:9](=[CH:10][CH:11]=1)[N:8]=[CH:7][C:6]([C:12]([O:14]CC)=[O:13])=[CH:5]2.[OH-].[Na+], predict the reaction product. The product is: [Cl:1][C:2]1[CH:3]=[C:4]2[C:9](=[CH:10][CH:11]=1)[N:8]=[CH:7][C:6]([C:12]([OH:14])=[O:13])=[CH:5]2. (2) Given the reactants [O:1]1[C@H:5]2[O:6][CH2:7][CH2:8][C@H:4]2[C@@H:3]([O:9][C:10](=[O:30])[NH:11][C@@H:12]([CH2:23][C:24]2[CH:29]=[CH:28][CH:27]=[CH:26][CH:25]=2)[C@H:13]([OH:22])[CH2:14][NH:15]OC2CCCC2)[CH2:2]1.[CH3:31][S:32]([NH:35][C:36]1[NH:37][C:38]2[CH:44]=[C:43]([S:45](Cl)(=[O:47])=[O:46])[CH:42]=[CH:41][C:39]=2[N:40]=1)(=[O:34])=[O:33].[CH:49]([C:52]([CH:57]([CH3:59])C)(NCC)C)([CH3:51])C.CN(C=[O:64])C, predict the reaction product. The product is: [O:1]1[C@H:5]2[O:6][CH2:7][CH2:8][C@H:4]2[C@@H:3]([O:9][C:10](=[O:30])[NH:11][C@@H:12]([CH2:23][C:24]2[CH:29]=[CH:28][CH:27]=[CH:26][CH:25]=2)[C@@H:13]([OH:22])[CH:14]([NH:15][S:45]([C:43]2[CH:42]=[CH:41][C:39]3[N:40]=[C:36]([NH:35][S:32]([CH3:31])(=[O:34])=[O:33])[NH:37][C:38]=3[CH:44]=2)(=[O:47])=[O:46])[O:64][CH:49]2[CH2:52][CH2:57][CH2:59][CH2:51]2)[CH2:2]1. (3) Given the reactants O.[K].[N+:3]([C:6]1[CH:7]=[C:8]([OH:14])[C:9]([O:12][CH3:13])=[CH:10][CH:11]=1)([O-:5])=[O:4].BrC[C:17]([CH:19]1[CH2:21][CH2:20]1)=[O:18].[CH3:22]N(C=O)C, predict the reaction product. The product is: [CH:19]1([C:17](=[O:18])[CH2:13][O:12][C:9]2[CH:10]=[CH:11][C:6]([N+:3]([O-:5])=[O:4])=[CH:7][C:8]=2[O:14][CH3:22])[CH2:21][CH2:20]1.